The task is: Predict the reaction yield, written as a fraction of the theoretical maximum amount of product (1.0 means a 100% yield; for example, 0.34 means a 34% yield).. This data is from Reaction yield outcomes from USPTO patents with 853,638 reactions. (1) The reactants are [CH3:1][O:2][C:3]1[CH:8]=[CH:7][C:6](/[CH:9]=[CH:10]/[C:11](OCC)=[O:12])=[CH:5][C:4]=1[O:16][CH2:17][O:18][CH3:19].[OH-].[Na+]. The catalyst is C1(C)C=CC=CC=1.CCCCCC. The product is [CH3:1][O:2][C:3]1[CH:8]=[CH:7][C:6](/[CH:9]=[CH:10]/[CH2:11][OH:12])=[CH:5][C:4]=1[O:16][CH2:17][O:18][CH3:19]. The yield is 0.957. (2) The reactants are Br[C:2]1[CH:7]=[CH:6][C:5]([C:8]23[NH:20][CH2:19][CH2:18][N:9]2[C:10](=[O:17])[C:11]2[N:12]([CH:14]=[CH:15][CH:16]=2)[CH2:13]3)=[CH:4][CH:3]=1.[CH3:21][N:22](C=O)C.C([O-])(O)=O.[Na+].CC(O)C. The catalyst is C(Cl)Cl.C1C=CC([P]([Pd]([P](C2C=CC=CC=2)(C2C=CC=CC=2)C2C=CC=CC=2)([P](C2C=CC=CC=2)(C2C=CC=CC=2)C2C=CC=CC=2)[P](C2C=CC=CC=2)(C2C=CC=CC=2)C2C=CC=CC=2)(C2C=CC=CC=2)C2C=CC=CC=2)=CC=1.[C-]#N.[C-]#N.[Zn+2].CO. The product is [O:17]=[C:10]1[N:9]2[CH2:18][CH2:19][NH:20][C:8]2([C:5]2[CH:6]=[CH:7][C:2]([C:21]#[N:22])=[CH:3][CH:4]=2)[CH2:13][N:12]2[CH:14]=[CH:15][CH:16]=[C:11]12. The yield is 1.00. (3) The reactants are [C:1]1([CH3:17])[CH:6]=[CH:5][C:4]([C:7]2[CH:16]=[CH:15][CH:14]=[CH:13][C:8]=2[C:9]([O:11]C)=[O:10])=[CH:3][CH:2]=1.[OH-].[Na+]. The catalyst is C(O)C. The product is [C:1]1([CH3:17])[CH:2]=[CH:3][C:4]([C:7]2[CH:16]=[CH:15][CH:14]=[CH:13][C:8]=2[C:9]([OH:11])=[O:10])=[CH:5][CH:6]=1. The yield is 1.00. (4) The reactants are [F:1][C:2]1[CH:7]=[CH:6][C:5]([C:8]2[N:9]=[C:10]3[N:14]([C:15]=2[C:16]2[CH:17]=[CH:18][C:19]4[N+:23]([O-])=[C:22]([C:25]5[CH:30]=[CH:29][N:28]=[CH:27][CH:26]=5)[NH:21][C:20]=4[CH:31]=2)[CH:13]=[CH:12][O:11]3)=[CH:4][CH:3]=1.O.O.[Sn](Cl)Cl.C([O-])(O)=O.[Na+].N([O-])=O.[Na+]. The catalyst is O.CCO. The product is [F:1][C:2]1[CH:7]=[CH:6][C:5]([C:8]2[N:9]=[C:10]3[N:14]([C:15]=2[C:16]2[CH:17]=[CH:18][C:19]4[N:23]=[C:22]([C:25]5[CH:30]=[CH:29][N:28]=[CH:27][CH:26]=5)[NH:21][C:20]=4[CH:31]=2)[CH:13]=[CH:12][O:11]3)=[CH:4][CH:3]=1. The yield is 0.640. (5) The reactants are [NH2:1][C:2]1[CH:7]=[CH:6][CH:5]=[CH:4][CH:3]=1.[O-]S([O-])(=O)=O.[Na+].[Na+].[CH:15](=O)[CH3:16].[CH2:18]([O:25][C:26](=[O:30])[NH:27][CH:28]=[CH2:29])[C:19]1[CH:24]=[CH:23][CH:22]=[CH:21][CH:20]=1.B(F)(F)F.CCOCC. The catalyst is C(Cl)Cl. The product is [CH2:18]([O:25][C:26](=[O:30])[NH:27][C@H:28]1[C:7]2[C:2](=[CH:3][CH:4]=[CH:5][CH:6]=2)[NH:1][C@@H:15]([CH3:16])[CH2:29]1)[C:19]1[CH:24]=[CH:23][CH:22]=[CH:21][CH:20]=1. The yield is 0.330. (6) The reactants are [OH:1][C@@H:2]1[C:10]2[C:5](=[CH:6][CH:7]=[CH:8][CH:9]=2)[CH2:4][C@@:3]1([CH2:20][C:21]1[CH:31]=[CH:30][C:24]([C:25](OCC)=[O:26])=[CH:23][CH:22]=1)[C:11]1[CH2:12][C:13]2[C:18]([CH:19]=1)=[CH:17][CH:16]=[CH:15][CH:14]=2.[NH2:32][C:33]1[CH:34]=[CH:35][C:36]([OH:42])=[C:37]([CH:41]=1)[C:38]([OH:40])=[O:39].C[Al](C)C. The catalyst is C1COCC1. The product is [OH:42][C:36]1[CH:35]=[CH:34][C:33]([NH:32][C:25](=[O:26])[C:24]2[CH:23]=[CH:22][C:21]([CH2:20][C@@:3]3([C:11]4[CH2:12][C:13]5[C:18]([CH:19]=4)=[CH:17][CH:16]=[CH:15][CH:14]=5)[CH2:4][C:5]4[C:10](=[CH:9][CH:8]=[CH:7][CH:6]=4)[C@H:2]3[OH:1])=[CH:31][CH:30]=2)=[CH:41][C:37]=1[C:38]([OH:40])=[O:39]. The yield is 0.360.